Dataset: Reaction yield outcomes from USPTO patents with 853,638 reactions. Task: Predict the reaction yield, written as a fraction of the theoretical maximum amount of product (1.0 means a 100% yield; for example, 0.34 means a 34% yield). (1) The product is [CH2:1]([O:8][C:9](=[O:19])[NH:10][C:11]1[CH:16]=[CH:15][C:14]([F:17])=[C:13]([CH:27]=[O:28])[C:12]=1[F:18])[C:2]1[CH:3]=[CH:4][CH:5]=[CH:6][CH:7]=1. The catalyst is O1CCCC1. The yield is 0.710. The reactants are [CH2:1]([O:8][C:9](=[O:19])[NH:10][C:11]1[CH:16]=[CH:15][C:14]([F:17])=[CH:13][C:12]=1[F:18])[C:2]1[CH:7]=[CH:6][CH:5]=[CH:4][CH:3]=1.C([Li])CCC.CN(C)[CH:27]=[O:28].O. (2) The reactants are [CH3:1][O:2][C:3](=[O:18])[CH2:4][C:5]1[C:6]([CH3:17])=[N:7][N:8]([C:11]2[CH:16]=[CH:15][CH:14]=[CH:13][CH:12]=2)[C:9]=1[OH:10].[CH3:19][O:20][C:21](=[O:36])[CH2:22][CH:23]1[C:27](=[O:28])[N:26]([C:29]2[CH:34]=[CH:33][CH:32]=[CH:31][CH:30]=2)[N:25]=[C:24]1[CH3:35].[C:37]([O-])([O-])=O.[K+].[K+].CI. The catalyst is C(#N)C.O. The product is [CH3:1][O:2][C:3](=[O:18])[CH2:4][C:5]1[C:6]([CH3:17])=[N:7][N:8]([C:11]2[CH:12]=[CH:13][CH:14]=[CH:15][CH:16]=2)[C:9]=1[O:10][CH3:19].[CH3:19][O:20][C:21](=[O:36])[CH2:22][C:23]1([CH3:37])[C:27](=[O:28])[N:26]([C:29]2[CH:34]=[CH:33][CH:32]=[CH:31][CH:30]=2)[N:25]=[C:24]1[CH3:35].[CH3:1][O:2][C:3](=[O:18])[CH2:4][C:5]1[C:9](=[O:10])[N:8]([C:11]2[CH:12]=[CH:13][CH:14]=[CH:15][CH:16]=2)[N:7]([CH3:19])[C:6]=1[CH3:17]. The yield is 0.120.